This data is from Full USPTO retrosynthesis dataset with 1.9M reactions from patents (1976-2016). The task is: Predict the reactants needed to synthesize the given product. (1) Given the product [Cl:1][CH:2]([CH3:28])[CH:3]([NH:15][C:16]([CH:18]1[CH2:24][CH2:23][CH:22]([CH2:25][CH2:26][CH3:27])[CH2:21][CH2:20][N:19]1[CH2:30][C:31]1[O:32][C:33](=[O:37])[O:34][C:35]=1[CH3:36])=[O:17])[CH:4]1[CH:9]([OH:10])[CH:8]([OH:11])[CH:7]([OH:12])[CH:6]([S:13][CH3:14])[O:5]1, predict the reactants needed to synthesize it. The reactants are: [Cl:1][CH:2]([CH3:28])[CH:3]([NH:15][C:16]([CH:18]1[CH2:24][CH2:23][CH:22]([CH2:25][CH2:26][CH3:27])[CH2:21][CH2:20][NH:19]1)=[O:17])[CH:4]1[CH:9]([OH:10])[CH:8]([OH:11])[CH:7]([OH:12])[CH:6]([S:13][CH3:14])[O:5]1.Br[CH2:30][C:31]1[O:32][C:33](=[O:37])[O:34][C:35]=1[CH3:36]. (2) Given the product [C:15]([C:14]1[CH:17]=[C:10]([C:9]2[CH:8]=[CH:7][N:6]=[C:5]3[N:25]([S:26]([C:29]4[CH:34]=[CH:33][CH:32]=[CH:31][CH:30]=4)(=[O:27])=[O:28])[C:2]([C:43]4[CH:44]=[N:45][N:46]([CH:48]5[CH2:49][N:50]([C:52]([O:54][C:55]([CH3:58])([CH3:57])[CH3:56])=[O:53])[CH2:51]5)[CH:47]=4)=[CH:3][C:4]=23)[CH:11]=[CH:12][C:13]=1[O:18][CH:19]1[CH2:20][CH2:21][O:22][CH2:23][CH2:24]1)#[N:16], predict the reactants needed to synthesize it. The reactants are: I[C:2]1[N:25]([S:26]([C:29]2[CH:34]=[CH:33][CH:32]=[CH:31][CH:30]=2)(=[O:28])=[O:27])[C:5]2=[N:6][CH:7]=[CH:8][C:9]([C:10]3[CH:11]=[CH:12][C:13]([O:18][CH:19]4[CH2:24][CH2:23][O:22][CH2:21][CH2:20]4)=[C:14]([CH:17]=3)[C:15]#[N:16])=[C:4]2[CH:3]=1.CC1(C)C(C)(C)OB([C:43]2[CH:44]=[N:45][N:46]([CH:48]3[CH2:51][N:50]([C:52]([O:54][C:55]([CH3:58])([CH3:57])[CH3:56])=[O:53])[CH2:49]3)[CH:47]=2)O1.C(=O)([O-])[O-].[Cs+].[Cs+].